Task: Predict the product of the given reaction.. Dataset: Forward reaction prediction with 1.9M reactions from USPTO patents (1976-2016) (1) Given the reactants [Cl:1][C:2]1[CH:7]=[CH:6][C:5]([CH:8]([C:28]2[C:36]3[C:31](=[C:32]([Cl:38])[CH:33]=[C:34]([Cl:37])[CH:35]=3)[NH:30][CH:29]=2)[CH:9]([C:13]2[CH:27]=[CH:26][C:16]([C:17]([NH:19][CH2:20][CH2:21][C:22]([O:24][CH3:25])=[O:23])=[O:18])=[CH:15][CH:14]=2)[CH2:10][CH2:11][CH3:12])=[CH:4][CH:3]=1.[CH3:39]C(N(C)C)=O, predict the reaction product. The product is: [Cl:1][C:2]1[CH:7]=[CH:6][C:5]([CH:8]([C:28]2[C:36]3[C:31](=[C:32]([Cl:38])[CH:33]=[C:34]([Cl:37])[CH:35]=3)[N:30]([CH3:39])[CH:29]=2)[CH:9]([C:13]2[CH:27]=[CH:26][C:16]([C:17]([NH:19][CH2:20][CH2:21][C:22]([O:24][CH3:25])=[O:23])=[O:18])=[CH:15][CH:14]=2)[CH2:10][CH2:11][CH3:12])=[CH:4][CH:3]=1. (2) Given the reactants [F:1][C:2]1[CH:3]=[CH:4][CH:5]=[C:6]2[C:16]=1[C:10]1([CH2:15][CH2:14][O:13][CH2:12][CH2:11]1)[C:9](=[O:17])[C:8]([C:18](OCC)=[O:19])=[C:7]2[OH:23].Cl.[NH2:25][CH2:26][C:27]([O:29][C:30]([CH3:33])([CH3:32])[CH3:31])=[O:28].C(N(C(C)C)C(C)C)C, predict the reaction product. The product is: [F:1][C:2]1[CH:3]=[CH:4][CH:5]=[C:6]2[C:16]=1[C:10]1([CH2:15][CH2:14][O:13][CH2:12][CH2:11]1)[C:9](=[O:17])[C:8]([C:18]([NH:25][CH2:26][C:27]([O:29][C:30]([CH3:33])([CH3:32])[CH3:31])=[O:28])=[O:19])=[C:7]2[OH:23].